From a dataset of Full USPTO retrosynthesis dataset with 1.9M reactions from patents (1976-2016). Predict the reactants needed to synthesize the given product. (1) The reactants are: [CH2:1]([NH:3][C:4]1[CH:9]=[CH:8][C:7]([O:10][CH3:11])=[CH:6][C:5]=1[CH:12]1[CH2:21][CH2:20][C:19]2[CH:18]=[C:17]([OH:22])[CH:16]=[CH:15][C:14]=2[CH2:13]1)[CH3:2].C1C2CCCCC=2C=CC=1O.[N:34]1([CH2:41][CH2:42][O:43][C:44]2[CH:51]=[CH:50][C:47]([CH:48]=O)=[CH:46][CH:45]=2)[CH2:40][CH2:39][CH2:38][CH2:37][CH2:36][CH2:35]1. Given the product [N:34]1([CH2:41][CH2:42][O:43][C:44]2[CH:51]=[CH:50][C:47]([CH2:48][CH2:2][CH2:1][NH:3][C:4]3[CH:9]=[CH:8][C:7]([O:10][CH3:11])=[CH:6][C:5]=3[CH:12]3[CH2:21][CH2:20][C:19]4[CH:18]=[C:17]([OH:22])[CH:16]=[CH:15][C:14]=4[CH2:13]3)=[CH:46][CH:45]=2)[CH2:40][CH2:39][CH2:38][CH2:37][CH2:36][CH2:35]1, predict the reactants needed to synthesize it. (2) Given the product [CH:1]1([C:5]2[CH:10]=[CH:9][C:8]([C:11]3[CH:15]=[C:14]([CH:16]([N:21]4[CH:30]=[C:52]5[N:53]=[C:49]([C:43]6[CH:44]=[CH:45][CH:46]=[C:47]([F:48])[C:42]=6[F:41])[N:50]=[C:51]5[CH:23]=[N:22]4)[C:17]([O:19][CH3:20])=[O:18])[O:13][N:12]=3)=[C:7]([C:37]([F:38])([F:40])[F:39])[CH:6]=2)[CH2:4][CH2:3][CH2:2]1, predict the reactants needed to synthesize it. The reactants are: [CH:1]1([C:5]2[CH:10]=[CH:9][C:8]([C:11]3[CH:15]=[C:14]([CH:16]([N:21]([C:30](OC(C)(C)C)=O)[NH:22][C:23](OC(C)(C)C)=O)[C:17]([O:19][CH3:20])=[O:18])[O:13][N:12]=3)=[C:7]([C:37]([F:40])([F:39])[F:38])[CH:6]=2)[CH2:4][CH2:3][CH2:2]1.[F:41][C:42]1[C:47]([F:48])=[CH:46][CH:45]=[CH:44][C:43]=1[C:49]1[NH:50][C:51](C=O)=[C:52](C=O)[N:53]=1.C1(C2C=CC(C3C=C(C(N4C=C5N=C(C6C=CC=C(F)C=6F)N=C5C=N4)C(OC)=O)ON=3)=C(C(F)(F)F)C=2)CC1. (3) The reactants are: Br[C:2]1[CH:3]=[C:4]([CH:7]=[CH:8][CH:9]=1)[C:5]#[N:6].[C:10]([O:17][CH3:18])(=[O:16])[CH2:11][CH2:12][CH2:13][C:14]#[CH:15]. Given the product [CH3:18][O:17][C:10](=[O:16])[CH2:11][CH2:12][CH2:13][C:14]#[C:15][C:2]1[CH:9]=[CH:8][CH:7]=[C:4]([C:5]#[N:6])[CH:3]=1, predict the reactants needed to synthesize it. (4) The reactants are: [Br:1][C:2]1[N:6]2[CH:7]=[C:8]([CH:13]3[CH2:15][CH2:14]3)[C:9]([CH2:11]O)=[CH:10][C:5]2=[N:4][N:3]=1.C(N(CC)CC)C.CS(Cl)(=O)=O.[Cl:28][C:29]1[CH:30]=[C:31]([CH:39]=[C:40]([Cl:42])[CH:41]=1)[O:32][CH:33]1[CH2:38][CH2:37][NH:36][CH2:35][CH2:34]1.C(=O)([O-])[O-].[K+].[K+]. Given the product [Br:1][C:2]1[N:6]2[CH:7]=[C:8]([CH:13]3[CH2:15][CH2:14]3)[C:9]([CH2:11][N:36]3[CH2:37][CH2:38][CH:33]([O:32][C:31]4[CH:39]=[C:40]([Cl:42])[CH:41]=[C:29]([Cl:28])[CH:30]=4)[CH2:34][CH2:35]3)=[CH:10][C:5]2=[N:4][N:3]=1, predict the reactants needed to synthesize it. (5) The reactants are: [CH2:1]([O:3][C:4]1[C:12]2[O:11][C:10]([CH3:14])([CH3:13])[CH2:9][C:8]=2[CH:7]=[C:6]([CH:15]=[O:16])[CH:5]=1)[CH3:2].Br[CH:18]([CH3:20])[CH3:19].[Mg]. Given the product [CH2:1]([O:3][C:4]1[C:12]2[O:11][C:10]([CH3:13])([CH3:14])[CH2:9][C:8]=2[CH:7]=[C:6]([CH:15]([OH:16])[CH:18]([CH3:20])[CH3:19])[CH:5]=1)[CH3:2], predict the reactants needed to synthesize it. (6) Given the product [C:1]([C-:4]1[CH:8]=[CH:7][CH:6]=[CH:5]1)(=[O:3])[CH3:2].[CH2:14]([C-:9]1[CH:13]=[CH:12][CH:11]=[CH:10]1)[CH3:15].[Fe+2:17], predict the reactants needed to synthesize it. The reactants are: [C:1]([C-:4]1[CH:8]=[CH:7][CH:6]=[CH:5]1)(=[O:3])[CH3:2].[C-:9]1([C:14](=O)[CH3:15])[CH:13]=[CH:12][CH:11]=[CH:10]1.[Fe+2:17].Cl.O. (7) Given the product [CH2:19]([O:21][C:22]([C:23]1[C:24]([CH:25]([CH3:27])[CH3:26])=[N:8][C:5]2[C:4]([C:9]=1[CH2:10][C:11]1[CH:16]=[CH:15][CH:14]=[CH:13][C:12]=1[O:17][CH3:18])=[CH:3][C:2]([Cl:1])=[CH:7][CH:6]=2)=[O:29])[CH3:20], predict the reactants needed to synthesize it. The reactants are: [Cl:1][C:2]1[CH:7]=[CH:6][C:5]([NH2:8])=[C:4]([C:9]#[C:10][C:11]2[CH:16]=[CH:15][CH:14]=[CH:13][C:12]=2[O:17][CH3:18])[CH:3]=1.[CH2:19]([O:21][C:22](=[O:29])[CH2:23][C:24](=O)[CH:25]([CH3:27])[CH3:26])[CH3:20].